From a dataset of Experimentally validated miRNA-target interactions with 360,000+ pairs, plus equal number of negative samples. Binary Classification. Given a miRNA mature sequence and a target amino acid sequence, predict their likelihood of interaction. (1) The miRNA is mmu-miR-758-3p with sequence UUUGUGACCUGGUCCACUA. The protein sequence of the target gene is MPDHDSTALLSRQTKRRRVDIGVKRTVGTASAFFAKARATFFSAMNPQGSEQDVEYSVVQHADGEKSNVLRKLLKRANSYEDAMMPFPGATIISQLLKNNMNKNGGTEPSFQASGLSSTGSEVHQEDICSNSSRDSPPECLSPFGRPTMSQFDVDRLCDEHLRAKRARVENIIRGMSHSPSVALRGNENEREMAPQSVSPRESYRENKRKQKLPQQQQQSFQQLVSARKEQKREERRQLKQQLEDMQKQLRQLQEKFYQVYDSTDSENDEDGDLSEDSMRSEILDARAQDSVGRSDNEMC.... Result: 0 (no interaction). (2) Result: 1 (interaction). The miRNA is hsa-miR-877-5p with sequence GUAGAGGAGAUGGCGCAGGG. The protein sequence of the target gene is MGGGERYNIPAPQSRNVSKNQQQLNRQKTKEQNSQMKIVHKKKERGHGYNSSAAAWQAMQNGGKNKNFPNNQSWNSSLSGPRLLFKSQANQNYAGAKFSEPPSPSVLPKPPSHWVPVSFNPSDKEIMTFQLKTLLKVQV. (3) The miRNA is hsa-miR-6836-5p with sequence CGCAGGGCCCUGGCGCAGGCAU. Result: 0 (no interaction). The protein sequence of the target gene is MPGPPASPPPPMLLLLLLLTVGCARAAPLPQTGAGEVPVVEVPSLFVILSVCSLLILIVLIANCVSCCKDPEIDFKEFEDNFDDEIDFTPPAEDTPSIQSPAEVFTLSVPNISLPAPSQFQASVEGLKSQVARHSLNYIQEIGSGWFGKVLLGETYTGTSVARVIVKELKVSASPKEQDTFLKSGEPYYILQHPNVLQCVGQCVEAIPYLLVFEFCDLGDLKAYLHNEQEHVRGDSQTMLLQRMACEIAAGLAAMHKLHFLHSDLALRNCYLTSDLNVKVGDYGIGFSRYKEDYIETDDK.... (4) The miRNA is hsa-miR-27a-3p with sequence UUCACAGUGGCUAAGUUCCGC. The protein sequence of the target gene is MARRRRRACIALFLVLLFAFGTLMGLRTLKAPDGLPALGPGPELAPFERRPEGNPAPARAPAAPAAPPPPPPRTAAPRASLGPAEADPAPRQSLRVYSDLHAFYYSWYGSPRREGHYIHWDHVMVPHWDPKISASYPRGRHSPPDDLGSSFYPELGPYSSRDPDVLREHMTQLKEAAIGVLVLSWYPPGMADDNGEPTDDLVPAILDTAHQYNIQVAFHIQPYKGRDDITVHDNIKYIIDTYGSHGAFYRYKNSMGKSLPLFYIYDSYLTSPEAWAHLLTQNGPHSIRNTPYDGVFIALL.... Result: 0 (no interaction). (5) The miRNA is hsa-miR-30c-1-3p with sequence CUGGGAGAGGGUUGUUUACUCC. The protein sequence of the target gene is MSFLFGSRSSKTFKPKKNIPEGSHQYELLKHAEATLGSGNLRMAVMLPEGEDLNEWVAVNTVDFFNQINMLYGTITDFCTEESCPVMSAGPKYEYHWADGTNIKKPIKCSAPKYIDYLMTWVQDQLDDETLFPSKIGVPFPKNFMSVAKTILKRLFRVYAHIYHQHFDPVIQLQEEAHLNTSFKHFIFFVQEFNLIDRRELAPLQELIEKLTSKDR. Result: 1 (interaction). (6) The miRNA is mmu-miR-3087-3p with sequence UAACUCACUGUCAUGUCCUCA. The protein sequence of the target gene is MGTLGKAREAPRKPCHGSRAGPKARLEAKSTNSPLPAQPSLAQITQFRMMVSLGHLAKGASLDDLIDSCIQSFDADGNLCRNNQLLQVMLTMHRIIISSAELLQKVMNLYKDALEKNSPGVCLKICYFVRYWITEFWIMFKMDASLTSTMEEFQDLVKANGEETHCHLIDTTQINSRDWSRKLTQRIKSNTSKKRKVSLLFDHLEPEELSEHLTYLEFKSFRRISFSDYQNYLVNSCVKENPTMERSIALCNGISQWVQLMVLSRPTPQLRAEVFIKFIHVAQKLHQLQNFNTLMAVIGG.... Result: 1 (interaction). (7) The miRNA is hsa-miR-4749-3p with sequence CGCCCCUCCUGCCCCCACAG. The protein sequence of the target gene is MNRKKLQKLTDTLTKNCKHFNKFEVNCLIKLFYDLVGGVERQGLVVGLDRNAFRNILHVTFGMTDDMIMDRVFRGFDKDNDGCVNVLEWIHGLSLFLRGSLEEKMKYCFEVFDLNGDGFISKEEMFHMLKNSLLKQPSEEDPDEGIKDLVEITLKKMDHDHDGKLSFADYELAVREETLLLEAFGPCLPDPKSQMEFEAQVFKDPNEFNDM. Result: 1 (interaction). (8) The miRNA is hsa-miR-425-3p with sequence AUCGGGAAUGUCGUGUCCGCCC. Result: 1 (interaction). The protein sequence of the target gene is MALPQGLLTFRDVAIEFSQEEWKCLDPAQRTLYRDVMLENYRNLVSLDISSKCMMKTFFSTGQGNTEAFHTGTLQRQASHHIGDFCFQKIEKDIHGFQFQWKEDETNDHAAPMTEIKELTGSTGQHDQRHAGNKHIKDQLGLSFHSHLPELHIFQPEGKIGNQVEKSINNASSVSTSQRICCRPKTHISNKYGNNSLHSSLLTQKRNVHMREKSFQCIESGKSFNCSSLLKKHQITHLEEKQCKCDVYGKVFNQKRYLACHRRSHIDEKPYKCNECGKIFGHNTSLFLHKALHTADKPYE.... (9) The miRNA is hsa-miR-661 with sequence UGCCUGGGUCUCUGGCCUGCGCGU. The protein sequence of the target gene is MADDAGLETPLCSEQFGSGEARGCRAAADGSLQWEVGGWRWWGLSRAFTVKPEGRDAGEVGASGAPSPPLSGLQAVFLPQGFPDSVSPDYLPYQLWDSVQAFASSLSGSLATQAVLLGIGVGNAKATVSAATATWLVKDSTGMLGRIVFAWWKGSKLDCNAKQWRLFADILNDVAMFLEIMAPVYPICFTMTVSTSNLAKCIVSVAGGATRAALTVHQARRNNMADVSAKDSSQETLVNLAGLLVSLLMLPLVSGCPGFSLGCFFFLTALHIYANYRAVRALVMETLNEGRLRLVLKHYL.... Result: 0 (no interaction).